Regression/Classification. Given a drug SMILES string, predict its toxicity properties. Task type varies by dataset: regression for continuous values (e.g., LD50, hERG inhibition percentage) or binary classification for toxic/non-toxic outcomes (e.g., AMES mutagenicity, cardiotoxicity, hepatotoxicity). Dataset: herg_karim. From a dataset of hERG potassium channel inhibition data for cardiac toxicity prediction from Karim et al.. The molecule is COc1cc(CN2CCOCC2)ccc1Nc1ncc(Cl)c(-c2cnc3ccccn23)n1. The result is 1 (blocker).